This data is from Reaction yield outcomes from USPTO patents with 853,638 reactions. The task is: Predict the reaction yield, written as a fraction of the theoretical maximum amount of product (1.0 means a 100% yield; for example, 0.34 means a 34% yield). (1) The reactants are [CH2:1]([O:3][C:4]1[C:8]([CH2:9][CH2:10][OH:11])=[CH:7][N:6]([C:12]2[CH:17]=[CH:16][C:15]([C:18]([F:21])([F:20])[F:19])=[CH:14][N:13]=2)[N:5]=1)[CH3:2].O[C:23]1[CH:28]=[CH:27][C:26]([CH2:29][C:30]([O:32]C)=[O:31])=[CH:25][CH:24]=1.C(P(CCCC)CCCC)CCC.N(C(N1CCCCC1)=O)=NC(N1CCCCC1)=O. The catalyst is O1CCCC1. The product is [CH2:1]([O:3][C:4]1[C:8]([CH2:9][CH2:10][O:11][C:23]2[CH:28]=[CH:27][C:26]([CH2:29][C:30]([OH:32])=[O:31])=[CH:25][CH:24]=2)=[CH:7][N:6]([C:12]2[CH:17]=[CH:16][C:15]([C:18]([F:20])([F:19])[F:21])=[CH:14][N:13]=2)[N:5]=1)[CH3:2]. The yield is 0.210. (2) The reactants are [Cl:1][C:2]1[CH:10]=[CH:9][CH:8]=[CH:7][C:3]=1[C:4](Cl)=[O:5].[NH2:11][C@H:12]1[CH2:31][N:15]2[C:16](=[O:30])[N:17]([C:19]3[CH:24]=[CH:23][C:22]([O:25][C:26]([F:29])([F:28])[F:27])=[CH:21][CH:20]=3)[CH2:18][C@@H:14]2[CH2:13]1.CCN(C(C)C)C(C)C.O. The catalyst is ClCCl. The product is [Cl:1][C:2]1[CH:10]=[CH:9][CH:8]=[CH:7][C:3]=1[C:4]([NH:11][C@H:12]1[CH2:31][N:15]2[C:16](=[O:30])[N:17]([C:19]3[CH:24]=[CH:23][C:22]([O:25][C:26]([F:29])([F:27])[F:28])=[CH:21][CH:20]=3)[CH2:18][C@@H:14]2[CH2:13]1)=[O:5]. The yield is 0.830. (3) The reactants are [C@@H:1]1([N:9]2[CH:17]=[C:15]([CH3:16])[C:13](=[O:14])[NH:12][C:10]2=[O:11])[O:8][C@H:5]([CH2:6][OH:7])[C@@H:3]([OH:4])[CH2:2]1.[CH3:18][C:19]([Si:22](Cl)([CH3:24])[CH3:23])([CH3:21])[CH3:20]. The product is [Si:22]([C@@:3]1([OH:4])[C@@H:5]([CH2:6][O:7][Si:22]([C:19]([CH3:21])([CH3:20])[CH3:18])([CH3:24])[CH3:23])[O:8][C@@H:1]([N:9]2[CH:17]=[C:15]([CH3:16])[C:13](=[O:14])[NH:12][C:10]2=[O:11])[CH2:2]1)([C:19]([CH3:21])([CH3:20])[CH3:18])([CH3:24])[CH3:23]. The catalyst is CN(C=O)C. The yield is 0.950. (4) The reactants are [CH:1]([CH:3]1[CH2:8][CH2:7][N:6]([C:9]([O:11][C:12]([CH3:15])([CH3:14])[CH3:13])=[O:10])[CH2:5][CH2:4]1)=[O:2].[CH3:16]C([O-])(C)C.[K+].CI. The catalyst is C(Cl)Cl.[Cl-].[Na+].O. The product is [CH:1]([C:3]1([CH3:16])[CH2:8][CH2:7][N:6]([C:9]([O:11][C:12]([CH3:15])([CH3:14])[CH3:13])=[O:10])[CH2:5][CH2:4]1)=[O:2]. The yield is 0.375. (5) The reactants are [CH3:1][C:2]1[CH:3]=[C:4]([OH:11])[CH:5]=[CH:6][C:7]=1[N+:8]([O-:10])=[O:9].Br[CH:13]([CH3:15])[CH3:14].C(=O)([O-])[O-].[K+].[K+]. The catalyst is CC(C)=O. The product is [CH:13]([O:11][C:4]1[CH:5]=[CH:6][C:7]([N+:8]([O-:10])=[O:9])=[C:2]([CH3:1])[CH:3]=1)([CH3:15])[CH3:14]. The yield is 0.585.